Task: Predict the reaction yield, written as a fraction of the theoretical maximum amount of product (1.0 means a 100% yield; for example, 0.34 means a 34% yield).. Dataset: Reaction yield outcomes from USPTO patents with 853,638 reactions The reactants are [C:1]([O:4][C:5](=O)[CH3:6])(=[O:3])[CH3:2].[CH3:8][O:9][CH2:10][O:11][C:12]1[CH:21]=[CH:20][C:19]2[O:18][CH:17]([C:22]3[CH:27]=[CH:26][C:25]([O:28][CH2:29][O:30][CH3:31])=[CH:24][CH:23]=3)[CH:16]3[CH2:32]C(O)C[CH:15]3[C:14]=2[CH:13]=1.CCN(CC)CC. The catalyst is CN(C1C=CN=CC=1)C.C(Cl)Cl.CCOC(C)=O. The product is [CH3:8][O:9][CH2:10][O:11][C:12]1[CH:21]=[CH:20][C:19]2[O:18][CH:17]([C:22]3[CH:27]=[CH:26][C:25]([O:28][CH2:29][O:30][CH3:31])=[CH:24][CH:23]=3)[CH:16]3[CH2:32][CH:5]([O:4][C:1](=[O:3])[CH3:2])[CH2:6][CH:15]3[C:14]=2[CH:13]=1. The yield is 0.830.